Dataset: Retrosynthesis with 50K atom-mapped reactions and 10 reaction types from USPTO. Task: Predict the reactants needed to synthesize the given product. (1) Given the product CON(C)C(=O)c1ccc(F)cc1, predict the reactants needed to synthesize it. The reactants are: CNOC.O=C(Cl)c1ccc(F)cc1. (2) Given the product COc1cccc(Nc2nc(Cl)nc3nc[nH]c23)c1, predict the reactants needed to synthesize it. The reactants are: COc1cccc(N)c1.Clc1nc(Cl)c2[nH]cnc2n1. (3) Given the product Cc1ccc(-c2[nH]c(C(C)(C)C)nc2NC(=O)OCC(Cl)(Cl)Cl)cc1, predict the reactants needed to synthesize it. The reactants are: Cc1ccc(-c2[nH]c(C(C)(C)C)nc2N)cc1.O=C(Cl)OCC(Cl)(Cl)Cl. (4) Given the product CC(=O)N(C)Cc1ccc(Cl)c(CN(C(=O)C2CNCCC2(O)c2ccc(F)c(F)c2)C2CC2)c1, predict the reactants needed to synthesize it. The reactants are: CC(=O)N(C)Cc1ccc(Cl)c(CN(C(=O)[C@H]2CN(C(=O)OC(C)(C)C)CC[C@]2(O)c2ccc(F)c(F)c2)C2CC2)c1. (5) Given the product O=C1Cc2cc(OCc3ccccc3)ccc2C(=O)O1, predict the reactants needed to synthesize it. The reactants are: O=C(O)Cc1cc(OCc2ccccc2)ccc1C(=O)O. (6) Given the product CC(C)(C)OC(=O)Nc1ccc(O)cc1C(=O)O, predict the reactants needed to synthesize it. The reactants are: CC(C)(C)OC(=O)OC(=O)OC(C)(C)C.Nc1ccc(O)cc1C(=O)O. (7) The reactants are: CCC1NCCc2sccc21.O=C(O)c1cc2ncc(Cl)cn2n1. Given the product CCC1c2ccsc2CCN1C(=O)c1cc2ncc(Cl)cn2n1, predict the reactants needed to synthesize it.